From a dataset of Reaction yield outcomes from USPTO patents with 853,638 reactions. Predict the reaction yield, written as a fraction of the theoretical maximum amount of product (1.0 means a 100% yield; for example, 0.34 means a 34% yield). (1) The product is [OH:31][C:25]([C:27]([F:30])([F:29])[F:28])=[O:26].[NH2:8][CH2:9][C:10]([F:17])([F:16])[C:11]([O:13][CH2:14][CH3:15])=[O:12]. The reactants are C([N:8](CC1C=CC=CC=1)[CH2:9][C:10]([F:17])([F:16])[C:11]([O:13][CH2:14][CH3:15])=[O:12])C1C=CC=CC=1.[C:25]([OH:31])([C:27]([F:30])([F:29])[F:28])=[O:26]. The catalyst is CCO. The yield is 0.940. (2) The reactants are [C:1]([C:4]1[CH:9]=[CH:8][CH:7]=[CH:6][C:5]=1[N:10]([CH3:15])[S:11]([CH3:14])(=[O:13])=[O:12])(=O)[CH3:2].C([N:18](CC)CC)C.Cl.NO.C([O-])=O.[NH4+]. The catalyst is CCO.CCOC(C)=O.[Zn]. The product is [NH2:18][CH:1]([C:4]1[CH:9]=[CH:8][CH:7]=[CH:6][C:5]=1[N:10]([CH3:15])[S:11]([CH3:14])(=[O:13])=[O:12])[CH3:2]. The yield is 0.770. (3) The catalyst is CC#N.O.CCOCC. The reactants are Cl.[CH2:2]([C@@H:9]1NC(C)(C)N(C)[C:10]1=[O:17])[C:3]1[CH:8]=[CH:7][CH:6]=[CH:5][CH:4]=1.C(C=C)=O.C1CCC=CC=1. The yield is 0.820. The product is [CH:6]12[CH2:5][CH2:4][CH:3]([CH:8]=[CH:7]1)[CH2:2][C@H:9]2[CH:10]=[O:17]. (4) The reactants are [CH2:1]1[O:9][C:8]2[CH:7]=[CH:6][C:5]([Br:10])=[CH:4][C:3]=2[O:2]1.[C:11]12(O)[CH2:20][CH:15]3[CH2:16][CH:17]([CH2:19][CH:13]([CH2:14]3)[CH2:12]1)[CH2:18]2.S(=O)(=O)(O)O. The catalyst is C(Cl)Cl. The product is [C:11]12([C:7]3[CH:6]=[C:5]([Br:10])[CH:4]=[C:3]4[O:2][CH2:1][O:9][C:8]=34)[CH2:20][CH:15]3[CH2:16][CH:17]([CH2:19][CH:13]([CH2:14]3)[CH2:12]1)[CH2:18]2. The yield is 0.530. (5) The reactants are Cl.[F:2][C:3]([F:12])([F:11])[CH2:4][CH2:5][O:6][CH:7]1[CH2:10][NH:9][CH2:8]1.CCN=C=NCCCN(C)C.C1C=CC2N(O)N=NC=2C=1.C(N(C(C)C)CC)(C)C.Cl.[O:44]=[C:45]1[NH:54][C:53]2[N:52]=[CH:51][C:50](/[CH:55]=[CH:56]/[C:57](O)=[O:58])=[CH:49][C:48]=2[CH2:47][CH2:46]1. The catalyst is CN(C)C=O.O.C(OCC)(=O)C. The product is [O:58]=[C:57]([N:9]1[CH2:10][CH:7]([O:6][CH2:5][CH2:4][C:3]([F:2])([F:11])[F:12])[CH2:8]1)/[CH:56]=[CH:55]/[C:50]1[CH:49]=[C:48]2[C:53](=[N:52][CH:51]=1)[NH:54][C:45](=[O:44])[CH2:46][CH2:47]2. The yield is 0.390.